From a dataset of Reaction yield outcomes from USPTO patents with 853,638 reactions. Predict the reaction yield, written as a fraction of the theoretical maximum amount of product (1.0 means a 100% yield; for example, 0.34 means a 34% yield). (1) The reactants are [Br:1][C:2]1[CH:7]=[CH:6][C:5]([OH:8])=[CH:4][C:3]=1[O:9][CH3:10].C(Cl)Cl.CCN(C(C)C)C(C)C.[C:23]([Si:27](Cl)([CH3:29])[CH3:28])([CH3:26])([CH3:25])[CH3:24]. The catalyst is O. The product is [Br:1][C:2]1[CH:7]=[CH:6][C:5]([O:8][Si:27]([C:23]([CH3:26])([CH3:25])[CH3:24])([CH3:29])[CH3:28])=[CH:4][C:3]=1[O:9][CH3:10]. The yield is 1.00. (2) The reactants are Cl[C:2]1[N:7]=[CH:6][C:5]([S:8]([N:11]2[CH2:16][CH2:15][N:14]([CH3:17])[CH2:13][CH2:12]2)(=[O:10])=[O:9])=[CH:4][CH:3]=1.[O:18]1[C:22]([C:23]2[CH:24]=[C:25]3[C:29](=[CH:30][CH:31]=2)[NH:28][C:27](=[O:32])[CH2:26]3)=[CH:21][N:20]=[CH:19]1. No catalyst specified. The product is [CH3:17][N:14]1[CH2:15][CH2:16][N:11]([S:8]([C:5]2[CH:4]=[CH:3][C:2]([C:26]3[C:25]4[C:29](=[CH:30][CH:31]=[C:23]([C:22]5[O:18][CH:19]=[N:20][CH:21]=5)[CH:24]=4)[NH:28][C:27]=3[OH:32])=[N:7][CH:6]=2)(=[O:10])=[O:9])[CH2:12][CH2:13]1. The yield is 0.0100. (3) The reactants are Br[C:2]1[CH:12]=[CH:11][C:5]([C:6]([O:8][CH2:9][CH3:10])=[O:7])=[CH:4][CH:3]=1.CC1(C)C(C)(C)OB([C:21]2[C:29]3[S:28][C:27]([CH2:30][O:31][C:32]4[CH:37]=[CH:36][CH:35]=[C:34]([C:38]([F:41])([F:40])[F:39])[CH:33]=4)=[CH:26][C:25]=3[CH:24]=[CH:23][CH:22]=2)O1. No catalyst specified. The product is [F:40][C:38]([F:39])([F:41])[C:34]1[CH:33]=[C:32]([CH:37]=[CH:36][CH:35]=1)[O:31][CH2:30][C:27]1[S:28][C:29]2[C:21]([C:2]3[CH:12]=[CH:11][C:5]([C:6]([O:8][CH2:9][CH3:10])=[O:7])=[CH:4][CH:3]=3)=[CH:22][CH:23]=[CH:24][C:25]=2[CH:26]=1. The yield is 0.650. (4) The reactants are COC(=O)C(NC1C=C(Cl)C=C(Cl)C=1OCC1C=CC=CC=1)=CC([O-])=O.C([O:34][C:35]([C:37]1[CH:46]=[C:45]([O:47]CC2C=CC=CC=2)[C:44]2[C:39](=[C:40]([O:63]CC3C=CC=CC=3)[CH:41]=[C:42]([C:55]3[CH:60]=[CH:59][CH:58]=[CH:57][C:56]=3[O:61][CH3:62])[CH:43]=2)[N:38]=1)=[O:36])C1C=CC=CC=1. No catalyst specified. The product is [OH:47][C:45]1[C:44]2[C:39](=[C:40]([OH:63])[CH:41]=[C:42]([C:55]3[CH:60]=[CH:59][CH:58]=[CH:57][C:56]=3[O:61][CH3:62])[CH:43]=2)[N:38]=[C:37]([C:35]([OH:36])=[O:34])[CH:46]=1. The yield is 0.310. (5) The reactants are [CH2:1]([O:3][C:4](=[O:12])[C:5]1[CH:10]=[CH:9][C:8]([NH2:11])=[N:7][CH:6]=1)[CH3:2].C([N:21]=[C:22]=[S:23])(=O)C1C=CC=CC=1.[O-]CC.[Na+]. The catalyst is C1COCC1.C(O)C. The product is [CH2:1]([O:3][C:4](=[O:12])[C:5]1[CH:10]=[CH:9][C:8]([NH:11][C:22]([NH2:21])=[S:23])=[N:7][CH:6]=1)[CH3:2]. The yield is 0.770.